This data is from Peptide-MHC class II binding affinity with 134,281 pairs from IEDB. The task is: Regression. Given a peptide amino acid sequence and an MHC pseudo amino acid sequence, predict their binding affinity value. This is MHC class II binding data. The peptide sequence is SLGKMVHQIFGSAYT. The MHC is DRB1_0101 with pseudo-sequence DRB1_0101. The binding affinity (normalized) is 0.807.